The task is: Regression. Given a peptide amino acid sequence and an MHC pseudo amino acid sequence, predict their binding affinity value. This is MHC class II binding data.. This data is from Peptide-MHC class II binding affinity with 134,281 pairs from IEDB. (1) The peptide sequence is GRSEFAYGSFVRTVS. The MHC is DRB1_0405 with pseudo-sequence DRB1_0405. The binding affinity (normalized) is 0.426. (2) The peptide sequence is YDKFLANGSTVLTGK. The MHC is DRB1_1602 with pseudo-sequence DRB1_1602. The binding affinity (normalized) is 0.713. (3) The peptide sequence is QSAPSQSDQEQLFSNVQYFA. The MHC is HLA-DQA10301-DQB10302 with pseudo-sequence HLA-DQA10301-DQB10302. The binding affinity (normalized) is 0.0412. (4) The peptide sequence is GTKGEAKDVIPEGWK. The MHC is DRB1_1501 with pseudo-sequence DRB1_1501. The binding affinity (normalized) is 0.134. (5) The peptide sequence is GPKDNGGACGYKDVD. The MHC is HLA-DQA10501-DQB10301 with pseudo-sequence HLA-DQA10501-DQB10301. The binding affinity (normalized) is 0.442.